Task: Predict the reaction yield, written as a fraction of the theoretical maximum amount of product (1.0 means a 100% yield; for example, 0.34 means a 34% yield).. Dataset: Reaction yield outcomes from USPTO patents with 853,638 reactions (1) The reactants are [CH3:1][O:2][C:3]1[CH:8]=[CH:7][C:6]([CH2:9][NH2:10])=[CH:5][CH:4]=1.C(O)(=O)C.[F:15][C:16]1[CH:17]=[C:18]([CH:21]=[CH:22][C:23]=1[F:24])[CH:19]=O.C([BH3-])#N. The catalyst is ClCCl. The product is [F:15][C:16]1[CH:17]=[C:18]([CH:21]=[CH:22][C:23]=1[F:24])[CH2:19][NH:10][CH2:9][C:6]1[CH:7]=[CH:8][C:3]([O:2][CH3:1])=[CH:4][CH:5]=1. The yield is 0.800. (2) The reactants are C([NH:8][C:9]1[C:10]([CH3:28])=[C:11]([CH3:27])[C:12]2[O:16][C:15]([CH3:18])([CH3:17])[CH:14]([C:19]3[CH:24]=[CH:23][C:22]([CH3:25])=[CH:21][CH:20]=3)[C:13]=2[CH:26]=1)C1C=CC=CC=1.Cl. The catalyst is C(O)C.[C].[Pd]. The product is [CH3:17][C:15]1([CH3:18])[CH:14]([C:19]2[CH:20]=[CH:21][C:22]([CH3:25])=[CH:23][CH:24]=2)[C:13]2[CH:26]=[C:9]([NH2:8])[C:10]([CH3:28])=[C:11]([CH3:27])[C:12]=2[O:16]1. The yield is 0.880. (3) The reactants are [CH2:1]([C:8]1[N:13]=[C:12]([Cl:14])[CH:11]=[C:10](Cl)[N:9]=1)[C:2]1[CH:7]=[CH:6][CH:5]=[CH:4][CH:3]=1.[CH3:16][O:17][C:18]1[CH:19]=[C:20]([NH2:30])[CH:21]=[CH:22][C:23]=1[N:24]1[CH:28]=[C:27]([CH3:29])[N:26]=[CH:25]1. No catalyst specified. The product is [CH2:1]([C:8]1[N:9]=[C:10]([NH:30][C:20]2[CH:21]=[CH:22][C:23]([N:24]3[CH:28]=[C:27]([CH3:29])[N:26]=[CH:25]3)=[C:18]([O:17][CH3:16])[CH:19]=2)[CH:11]=[C:12]([Cl:14])[N:13]=1)[C:2]1[CH:3]=[CH:4][CH:5]=[CH:6][CH:7]=1. The yield is 0.480. (4) The yield is 0.394. The product is [CH2:7]([O:8][C:15]1[N:14]=[N:13][C:12]([Cl:11])=[CH:17][C:16]=1[O:20][CH2:7][C:1]1[CH:6]=[CH:5][CH:4]=[CH:3][CH:2]=1)[C:1]1[CH:6]=[CH:5][CH:4]=[CH:3][CH:2]=1. The reactants are [C:1]1([CH2:7][OH:8])[CH:6]=[CH:5][CH:4]=[CH:3][CH:2]=1.[H-].[Na+].[Cl:11][C:12]1[N:13]=[N:14][C:15](Cl)=[CH:16][C:17]=1Cl.[OH2:20]. The catalyst is O1CCCC1. (5) The reactants are Br[CH2:2][C:3]1[CH:4]=[N:5][CH:6]=[CH:7][CH:8]=1.[O:9]=[CH:10][C:11]1[CH:19]=[CH:18][C:16]([OH:17])=[C:13]([O:14][CH3:15])[CH:12]=1.C(=O)([O-])[O-].[K+].[K+]. The catalyst is CC(C)=O. The product is [CH3:15][O:14][C:13]1[CH:12]=[C:11]([CH:19]=[CH:18][C:16]=1[O:17][CH2:2][C:3]1[CH:4]=[N:5][CH:6]=[CH:7][CH:8]=1)[CH:10]=[O:9]. The yield is 0.460. (6) The reactants are N1C=CC=CC=1.[NH2:7][C:8]1[CH:12]=[C:11]([CH3:13])[O:10][N:9]=1.[C:14](Cl)(=O)[O:15]C1C=CC=CC=1.[NH2:24][C:25]1[CH:26]=[C:27]([CH:44]=[CH:45][C:46]=1[F:47])[O:28][C:29]1[CH:30]=[CH:31][C:32]2[N:33]([CH:35]=[C:36]([NH:38][C:39]([CH:41]3[CH2:43][CH2:42]3)=[O:40])[N:37]=2)[N:34]=1.C(=O)([O-])O.[Na+]. The catalyst is CN(C)C=O. The product is [F:47][C:46]1[CH:45]=[CH:44][C:27]([O:28][C:29]2[CH:30]=[CH:31][C:32]3[N:33]([CH:35]=[C:36]([NH:38][C:39]([CH:41]4[CH2:43][CH2:42]4)=[O:40])[N:37]=3)[N:34]=2)=[CH:26][C:25]=1[NH:24][C:14]([NH:7][C:8]1[CH:12]=[C:11]([CH3:13])[O:10][N:9]=1)=[O:15]. The yield is 0.220.